From a dataset of Catalyst prediction with 721,799 reactions and 888 catalyst types from USPTO. Predict which catalyst facilitates the given reaction. Reactant: [NH2:1][C@H:2]1[CH2:7][CH2:6][C@H:5]([CH2:8][NH:9][C:10]2[C:15]([N+:16]([O-:18])=[O:17])=[CH:14][N:13]=[C:12]([NH:19][CH2:20][C:21]3[CH:26]=[CH:25][CH:24]=[CH:23][C:22]=3[O:27][C:28]([F:31])([F:30])[F:29])[N:11]=2)[CH2:4][CH2:3]1.[O:32]1[C:34]([CH3:36])([CH3:35])[CH:33]1O. Product: [CH3:33][C:34]([OH:32])([CH3:36])[CH2:35][NH:1][C@H:2]1[CH2:3][CH2:4][C@H:5]([CH2:8][NH:9][C:10]2[C:15]([N+:16]([O-:18])=[O:17])=[CH:14][N:13]=[C:12]([NH:19][CH2:20][C:21]3[CH:26]=[CH:25][CH:24]=[CH:23][C:22]=3[O:27][C:28]([F:30])([F:31])[F:29])[N:11]=2)[CH2:6][CH2:7]1. The catalyst class is: 8.